From a dataset of NCI-60 drug combinations with 297,098 pairs across 59 cell lines. Regression. Given two drug SMILES strings and cell line genomic features, predict the synergy score measuring deviation from expected non-interaction effect. Drug 1: C1=CC(=CC=C1CCCC(=O)O)N(CCCl)CCCl. Drug 2: CC(C1=C(C=CC(=C1Cl)F)Cl)OC2=C(N=CC(=C2)C3=CN(N=C3)C4CCNCC4)N. Cell line: ACHN. Synergy scores: CSS=54.2, Synergy_ZIP=-3.59, Synergy_Bliss=-4.36, Synergy_Loewe=-3.99, Synergy_HSA=-3.63.